From a dataset of Reaction yield outcomes from USPTO patents with 853,638 reactions. Predict the reaction yield, written as a fraction of the theoretical maximum amount of product (1.0 means a 100% yield; for example, 0.34 means a 34% yield). (1) The reactants are ClC(OC(Cl)C)=O.C([N:21]1[CH2:24][C:23]2([CH2:29][N:28]([CH2:30][C:31]3[C:52]([C:53]([F:56])([F:55])[F:54])=[CH:51][C:34]([C:35]([NH:37][CH2:38][C:39]4[CH:44]=[C:43]([Cl:45])[CH:42]=[CH:41][C:40]=4[S:46]([CH2:49][CH3:50])(=[O:48])=[O:47])=[O:36])=[CH:33][C:32]=3[Cl:57])[CH2:27][CH2:26][O:25]2)[CH2:22]1)(C1C=CC=CC=1)C1C=CC=CC=1. The catalyst is C(Cl)Cl. The product is [Cl:57][C:32]1[CH:33]=[C:34]([CH:51]=[C:52]([C:53]([F:54])([F:55])[F:56])[C:31]=1[CH2:30][N:28]1[CH2:29][C:23]2([CH2:22][NH:21][CH2:24]2)[O:25][CH2:26][CH2:27]1)[C:35]([NH:37][CH2:38][C:39]1[CH:44]=[C:43]([Cl:45])[CH:42]=[CH:41][C:40]=1[S:46]([CH2:49][CH3:50])(=[O:47])=[O:48])=[O:36]. The yield is 0.660. (2) The reactants are [C:1]([C:5]1[CH:6]=[C:7]2[C:12](=[C:13]([F:15])[CH:14]=1)[C:11](=[O:16])[N:10]([C:17]1[CH:22]=[CH:21][CH:20]=[C:19]([C:23]3[CH:28]=[C:27]([NH:29][C:30]4[CH:35]=[N:34][C:33]([C@H:36]5[CH2:40][O:39]C(C)(C)[O:37]5)=[CH:32][N:31]=4)[C:26](=[O:43])[N:25]([CH3:44])[N:24]=3)[C:18]=1[CH2:45][OH:46])[N:9]=[CH:8]2)([CH3:4])([CH3:3])[CH3:2].Cl.[Cl-].[NH4+]. The catalyst is O1CCCC1. The product is [C:1]([C:5]1[CH:6]=[C:7]2[C:12](=[C:13]([F:15])[CH:14]=1)[C:11](=[O:16])[N:10]([C:17]1[CH:22]=[CH:21][CH:20]=[C:19]([C:23]3[CH:28]=[C:27]([NH:29][C:30]4[CH:35]=[N:34][C:33]([C@H:36]([OH:37])[CH2:40][OH:39])=[CH:32][N:31]=4)[C:26](=[O:43])[N:25]([CH3:44])[N:24]=3)[C:18]=1[CH2:45][OH:46])[N:9]=[CH:8]2)([CH3:4])([CH3:2])[CH3:3]. The yield is 0.170.